Predict which catalyst facilitates the given reaction. From a dataset of Catalyst prediction with 721,799 reactions and 888 catalyst types from USPTO. (1) Reactant: [CH3:1][O:2][C:3]1[C:12]2[C:11](=[O:13])[N:10]([CH2:14][C:15]([OH:17])=O)[N:9]=[N:8][C:7]=2[CH:6]=[CH:5][CH:4]=1.C1C=CC2N(O)N=NC=2C=1.C(Cl)CCl.[C:32]1([CH3:41])[CH:37]=[CH:36][C:35]([C@@H:38]([NH2:40])[CH3:39])=[CH:34][CH:33]=1.CCN(C(C)C)C(C)C. Product: [CH3:1][O:2][C:3]1[C:12]2[C:11](=[O:13])[N:10]([CH2:14][C:15]([NH:40][C@H:38]([C:35]3[CH:36]=[CH:37][C:32]([CH3:41])=[CH:33][CH:34]=3)[CH3:39])=[O:17])[N:9]=[N:8][C:7]=2[CH:6]=[CH:5][CH:4]=1. The catalyst class is: 136. (2) The catalyst class is: 12. Product: [Cl:1][C:2]1[N:3]=[N:4][C:5]([NH:14][NH2:15])=[CH:6][C:7]=1[CH:8]1[CH2:11][CH2:10][CH2:9]1. Reactant: [Cl:1][C:2]1[N:3]=[N:4][C:5](Cl)=[CH:6][C:7]=1[CH:8]1[CH2:11][CH2:10][CH2:9]1.O.[NH2:14][NH2:15]. (3) Reactant: Cl[C:2]1[C:7]2[N:8]=[C:9]([C:11]3[CH:16]=[CH:15][CH:14]=[CH:13][CH:12]=3)[NH:10][C:6]=2[CH:5]=[CH:4][N:3]=1.O.[NH2:18][NH2:19]. Product: [NH:18]([C:2]1[C:7]2[N:8]=[C:9]([C:11]3[CH:16]=[CH:15][CH:14]=[CH:13][CH:12]=3)[NH:10][C:6]=2[CH:5]=[CH:4][N:3]=1)[NH2:19]. The catalyst class is: 141. (4) Product: [CH3:14][O:13][C:9]1[C:5]2[C:6](=[O:8])[O:7][C:15](=[O:16])[NH:3][C:4]=2[CH:12]=[CH:11][CH:10]=1. Reactant: [OH-].[Na+].[NH2:3][C:4]1[CH:12]=[CH:11][CH:10]=[C:9]([O:13][CH3:14])[C:5]=1[C:6]([OH:8])=[O:7].[C:15](Cl)(Cl)=[O:16]. The catalyst class is: 226.